The task is: Predict the reactants needed to synthesize the given product.. This data is from Full USPTO retrosynthesis dataset with 1.9M reactions from patents (1976-2016). Given the product [CH2:1]([N:8]1[CH2:13][CH2:12][NH:11][C@H:10]([CH:21]([C:23]2[CH:24]=[CH:25][C:26]([F:29])=[CH:27][CH:28]=2)[OH:22])[CH2:9]1)[C:2]1[CH:3]=[CH:4][CH:5]=[CH:6][CH:7]=1, predict the reactants needed to synthesize it. The reactants are: [CH2:1]([N:8]1[CH2:13][CH2:12][N:11](C(OC(C)(C)C)=O)[C@H:10]([CH:21]([C:23]2[CH:28]=[CH:27][C:26]([F:29])=[CH:25][CH:24]=2)[OH:22])[CH2:9]1)[C:2]1[CH:7]=[CH:6][CH:5]=[CH:4][CH:3]=1.C(O)(C(F)(F)F)=O.